Dataset: Full USPTO retrosynthesis dataset with 1.9M reactions from patents (1976-2016). Task: Predict the reactants needed to synthesize the given product. (1) Given the product [Br:1][C:2]1[CH:3]=[CH:4][C:5]([F:11])=[C:6]([C:8](=[O:10])[CH3:9])[CH:7]=1, predict the reactants needed to synthesize it. The reactants are: [Br:1][C:2]1[CH:3]=[CH:4][C:5]([F:11])=[C:6]([CH:8]([OH:10])[CH3:9])[CH:7]=1. (2) Given the product [CH:1]1([C:4]2[CH:5]=[C:6]([C:7]([O:9][CH2:10][CH3:11])=[O:8])[CH:12]=[C:13]([O:16][CH2:17][O:18][CH3:19])[C:14]=2[C:24]2[CH:25]=[CH:26][C:21]([F:20])=[CH:22][CH:23]=2)[CH2:3][CH2:2]1, predict the reactants needed to synthesize it. The reactants are: [CH:1]1([C:4]2[CH:5]=[C:6]([CH:12]=[C:13]([O:16][CH2:17][O:18][CH3:19])[C:14]=2I)[C:7]([O:9][CH2:10][CH3:11])=[O:8])[CH2:3][CH2:2]1.[F:20][C:21]1[CH:26]=[CH:25][C:24](B(O)O)=[CH:23][CH:22]=1.[F-].[Cs+].COCCOC.